From a dataset of Catalyst prediction with 721,799 reactions and 888 catalyst types from USPTO. Predict which catalyst facilitates the given reaction. (1) Reactant: Br[C:2]1[C:3]([O:9][CH2:10][C@H:11]2[CH2:13][C@@H:12]2[C:14]2[CH:19]=[CH:18][C:17]([O:20][CH3:21])=[CH:16][N:15]=2)=[N:4][C:5]([CH3:8])=[N:6][CH:7]=1.[C:22]([C:24]1[CH:29]=[CH:28][C:27](B(O)O)=[CH:26][CH:25]=1)#[N:23].C([O-])([O-])=O.[K+].[K+]. Product: [CH3:21][O:20][C:17]1[CH:18]=[CH:19][C:14]([C@H:12]2[CH2:13][C@@H:11]2[CH2:10][O:9][C:3]2[C:2]([C:27]3[CH:28]=[CH:29][C:24]([C:22]#[N:23])=[CH:25][CH:26]=3)=[CH:7][N:6]=[C:5]([CH3:8])[N:4]=2)=[N:15][CH:16]=1. The catalyst class is: 518. (2) Reactant: F[C:2]1[N:7]=[C:6]([N:8]([CH3:21])[C:9]2[CH:14]=[CH:13][N:12]=[C:11]([C:15]3[CH:20]=[CH:19][CH:18]=[CH:17][CH:16]=3)[N:10]=2)[CH:5]=[CH:4][N:3]=1.[N:22]([CH2:25][C@H:26]([NH2:34])[CH2:27][C:28]1[CH:33]=[CH:32][CH:31]=[CH:30][CH:29]=1)=[N+:23]=[N-:24]. Product: [N:22]([CH2:25][C@H:26]([NH:34][C:2]1[N:7]=[C:6]([N:8]([CH3:21])[C:9]2[CH:14]=[CH:13][N:12]=[C:11]([C:15]3[CH:20]=[CH:19][CH:18]=[CH:17][CH:16]=3)[N:10]=2)[CH:5]=[CH:4][N:3]=1)[CH2:27][C:28]1[CH:33]=[CH:32][CH:31]=[CH:30][CH:29]=1)=[N+:23]=[N-:24]. The catalyst class is: 37.